From a dataset of Full USPTO retrosynthesis dataset with 1.9M reactions from patents (1976-2016). Predict the reactants needed to synthesize the given product. (1) Given the product [CH3:1][O:2][C:3](=[O:22])[CH:4]([O:20][CH3:21])[CH2:5][C:6]1[CH:11]=[CH:10][CH:9]=[C:8]([O:12][CH2:13][C:14]2[CH:19]=[CH:18][CH:17]=[CH:16][CH:15]=2)[CH:7]=1, predict the reactants needed to synthesize it. The reactants are: [CH3:1][O:2][C:3](=[O:22])[C:4]([O:20][CH3:21])=[CH:5][C:6]1[CH:11]=[CH:10][CH:9]=[C:8]([O:12][CH2:13][C:14]2[CH:19]=[CH:18][CH:17]=[CH:16][CH:15]=2)[CH:7]=1.[Mg]. (2) Given the product [Cl:9][C:10]1[CH:15]=[CH:14][C:13]([O:16][CH3:17])=[CH:12][C:11]=1[CH:18]([CH3:32])[C:19]([C:21]1[CH:22]=[CH:23][C:24]2[O:28][C:27](=[O:29])[N:26]([CH3:30])[C:25]=2[CH:31]=1)([OH:20])[C:2]([F:4])([F:3])[F:1], predict the reactants needed to synthesize it. The reactants are: [F:1][C:2]([Si](C)(C)C)([F:4])[F:3].[Cl:9][C:10]1[CH:15]=[CH:14][C:13]([O:16][CH3:17])=[CH:12][C:11]=1[CH:18]([CH3:32])[C:19]([C:21]1[CH:22]=[CH:23][C:24]2[O:28][C:27](=[O:29])[N:26]([CH3:30])[C:25]=2[CH:31]=1)=[O:20].O.O.O.[F-].C([N+](CCCC)(CCCC)CCCC)CCC.